From a dataset of Catalyst prediction with 721,799 reactions and 888 catalyst types from USPTO. Predict which catalyst facilitates the given reaction. (1) Reactant: [CH2:1]([O:8][C:9]1[CH:36]=[CH:35][CH:34]=[CH:33][C:10]=1[CH2:11][C:12]1[C:13]([O:21][C@@H:22]2[O:30][C@H:29]([CH2:31][OH:32])[C@@H:27]([OH:28])[C@H:25]([OH:26])[C@H:23]2[OH:24])=[N:14][NH:15][C:16]=1[C:17]([F:20])([F:19])[F:18])[C:2]1[CH:7]=[CH:6][CH:5]=[CH:4][CH:3]=1.Br[CH2:38][CH2:39][O:40][CH2:41][C:42]1[CH:47]=[CH:46][CH:45]=[CH:44][CH:43]=1.C(=O)([O-])[O-].[Cs+].[Cs+].O. Product: [CH2:1]([O:8][C:9]1[CH:36]=[CH:35][CH:34]=[CH:33][C:10]=1[CH2:11][C:12]1[C:13]([O:21][C@@H:22]2[O:30][C@H:29]([CH2:31][OH:32])[C@@H:27]([OH:28])[C@H:25]([OH:26])[C@H:23]2[OH:24])=[N:14][N:15]([CH2:38][CH2:39][O:40][CH2:41][C:42]2[CH:47]=[CH:46][CH:45]=[CH:44][CH:43]=2)[C:16]=1[C:17]([F:18])([F:20])[F:19])[C:2]1[CH:3]=[CH:4][CH:5]=[CH:6][CH:7]=1. The catalyst class is: 9. (2) Reactant: FC(F)(F)C(O)=O.[Cl:8][C:9]1[C:10]([C:24]([NH2:26])=[O:25])=[C:11]2[CH2:16][NH:15][CH2:14][CH2:13][N:12]2[C:17]=1[C:18]1[CH:23]=[CH:22][CH:21]=[CH:20][CH:19]=1.C(N(CC)CC)C.[S:34]1[CH:38]=[CH:37][CH:36]=[C:35]1[S:39](Cl)(=[O:41])=[O:40]. Product: [Cl:8][C:9]1[C:10]([C:24]([NH2:26])=[O:25])=[C:11]2[CH2:16][N:15]([S:39]([C:35]3[S:34][CH:38]=[CH:37][CH:36]=3)(=[O:41])=[O:40])[CH2:14][CH2:13][N:12]2[C:17]=1[C:18]1[CH:23]=[CH:22][CH:21]=[CH:20][CH:19]=1. The catalyst class is: 10. (3) Product: [CH3:34][C:35]([CH3:40])([CH3:39])[CH2:36]/[CH:37]=[C:4](/[NH:5][C:6]([O:8][CH2:9][C:10]1[CH:11]=[CH:12][CH:13]=[CH:14][CH:15]=1)=[O:7])\[C:3]([O:2][CH3:1])=[O:22]. The catalyst class is: 2. Reactant: [CH3:1][O:2][C:3](=[O:22])[CH:4](P(OC)(OC)=O)[NH:5][C:6]([O:8][CH2:9][C:10]1[CH:15]=[CH:14][CH:13]=[CH:12][CH:11]=1)=[O:7].C1CCN2C(=NCCC2)CC1.[CH3:34][C:35]([CH3:40])([CH3:39])[CH2:36][CH:37]=O. (4) Reactant: [CH3:1][C:2]1[CH:6]=[C:5]([CH3:7])[N:4]([C:8]2[N:16]=[C:15]3[C:11]([N:12]=[CH:13][NH:14]3)=[C:10]([NH:17][C:18]3[CH:23]=[CH:22][CH:21]=[CH:20][CH:19]=3)[N:9]=2)[N:3]=1.Br[CH2:25][CH2:26][O:27][CH3:28].C(=O)([O-])[O-].[K+].[K+].C(#N)C. Product: [CH3:1][C:2]1[CH:6]=[C:5]([CH3:7])[N:4]([C:8]2[N:16]=[C:15]3[C:11]([N:12]=[CH:13][N:14]3[CH2:25][CH2:26][O:27][CH3:28])=[C:10]([NH:17][C:18]3[CH:23]=[CH:22][CH:21]=[CH:20][CH:19]=3)[N:9]=2)[N:3]=1. The catalyst class is: 6. (5) Reactant: [Cl:1][C:2]1[C:10](Cl)=[C:9]2[C:5]([CH2:6][C:7]([CH:14]3[CH2:18][CH2:17][CH2:16][CH2:15]3)([CH3:13])[C:8]2=[O:12])=[CH:4][C:3]=1[OH:19]. Product: [Cl:1][C:2]1[CH:10]=[C:9]2[C:5]([CH2:6][C:7]([CH:14]3[CH2:18][CH2:17][CH2:16][CH2:15]3)([CH3:13])[C:8]2=[O:12])=[CH:4][C:3]=1[OH:19]. The catalyst class is: 19. (6) Reactant: Br[C:2]1[CH:3]=[C:4]2[C:8](=[CH:9][CH:10]=1)[N:7]([CH:11]1[CH2:16][CH2:15][CH2:14][CH2:13][O:12]1)[N:6]=[C:5]2[C:17]1[N:22]=[C:21]([O:23][C@H:24]2[CH2:31][N:30]([C:32]([O:34][C:35]([CH3:38])([CH3:37])[CH3:36])=[O:33])[CH2:29][CH2:28][C:25]32[CH2:27][CH2:26]3)[CH:20]=[N:19][CH:18]=1.[O:39]1[CH2:44][CH:43]=[C:42](B2OC(C)(C)C(C)(C)O2)[CH2:41][CH2:40]1.P([O-])([O-])([O-])=O.[K+].[K+].[K+]. The catalyst class is: 38. Product: [O:39]1[CH2:40][CH:41]=[C:42]([C:2]2[CH:3]=[C:4]3[C:8](=[CH:9][CH:10]=2)[N:7]([CH:11]2[CH2:16][CH2:15][CH2:14][CH2:13][O:12]2)[N:6]=[C:5]3[C:17]2[N:22]=[C:21]([O:23][C@H:24]3[CH2:31][N:30]([C:32]([O:34][C:35]([CH3:36])([CH3:38])[CH3:37])=[O:33])[CH2:29][CH2:28][C:25]43[CH2:26][CH2:27]4)[CH:20]=[N:19][CH:18]=2)[CH2:43][CH2:44]1.